From a dataset of Forward reaction prediction with 1.9M reactions from USPTO patents (1976-2016). Predict the product of the given reaction. (1) The product is: [C:1]([O:5][C:6](=[O:32])[NH:7][C:8]1([C:12]2[CH:13]=[CH:14][C:15]([C:18]3[C:23]([C:24]4[CH:25]=[CH:26][CH:27]=[CH:28][CH:29]=4)=[CH:22][C:21]([NH:30][CH:36]4[CH2:37][CH2:38][O:33][CH2:34][CH2:35]4)=[C:20]([OH:31])[N:19]=3)=[CH:16][CH:17]=2)[CH2:11][CH2:10][CH2:9]1)([CH3:4])([CH3:2])[CH3:3]. Given the reactants [C:1]([O:5][C:6](=[O:32])[NH:7][C:8]1([C:12]2[CH:17]=[CH:16][C:15]([C:18]3[C:23]([C:24]4[CH:29]=[CH:28][CH:27]=[CH:26][CH:25]=4)=[CH:22][C:21]([NH2:30])=[C:20]([OH:31])[N:19]=3)=[CH:14][CH:13]=2)[CH2:11][CH2:10][CH2:9]1)([CH3:4])([CH3:3])[CH3:2].[O:33]1[CH2:38][CH2:37][C:36](=O)[CH2:35][CH2:34]1.CC(O)=O.C(O[BH-](OC(=O)C)OC(=O)C)(=O)C.[Na+].C([O-])(O)=O.[Na+], predict the reaction product. (2) Given the reactants Br[C:2]1[CH:9]=[CH:8][C:5]([C:6]#[N:7])=[C:4]([F:10])[C:3]=1[CH3:11].[Si:12]([O:19][C@@H:20]1[C@H:24]([CH3:25])[NH:23][C:22](=[O:26])[CH2:21]1)([C:15]([CH3:18])([CH3:17])[CH3:16])([CH3:14])[CH3:13].C(=O)([O-])[O-].[Cs+].[Cs+].C1(P(C2C=CC=CC=2)C2C3OC4C(=CC=CC=4P(C4C=CC=CC=4)C4C=CC=CC=4)C(C)(C)C=3C=CC=2)C=CC=CC=1, predict the reaction product. The product is: [Si:12]([O:19][C@H:20]1[CH2:21][C:22](=[O:26])[N:23]([C:2]2[CH:9]=[CH:8][C:5]([C:6]#[N:7])=[C:4]([F:10])[C:3]=2[CH3:11])[C@H:24]1[CH3:25])([C:15]([CH3:18])([CH3:17])[CH3:16])([CH3:14])[CH3:13]. (3) Given the reactants [CH2:1]([O:3][C:4](=[O:18])[CH:5]([O:15][CH2:16][CH3:17])[CH2:6][C:7]1[CH:12]=[CH:11][C:10]([OH:13])=[CH:9][C:8]=1[CH3:14])[CH3:2].[Cl:19][C:20]1[CH:25]=[CH:24][C:23]([C:26]2[S:27][C:28]([CH2:32]O)=[C:29]([CH3:31])[N:30]=2)=[CH:22][CH:21]=1.ClC1C=CC(C(N)=S)=CC=1.ClC(C(C)=O)C(OCC)=O.C1(P(C2C=CC=CC=2)C2C=CC=CC=2)C=CC=CC=1.N(C(OCC)=O)=NC(OCC)=O, predict the reaction product. The product is: [CH2:1]([O:3][C:4](=[O:18])[CH:5]([O:15][CH2:16][CH3:17])[CH2:6][C:7]1[CH:12]=[CH:11][C:10]([O:13][CH2:32][C:28]2[S:27][C:26]([C:23]3[CH:24]=[CH:25][C:20]([Cl:19])=[CH:21][CH:22]=3)=[N:30][C:29]=2[CH3:31])=[CH:9][C:8]=1[CH3:14])[CH3:2]. (4) Given the reactants [OH:1][CH:2]1[CH2:7][CH2:6][NH:5][CH2:4][CH2:3]1.[Cl:8][C:9]1[CH:14]=[C:13]([Cl:15])[C:12]([O:16][CH3:17])=[CH:11][C:10]=1[NH:18][C:19]1[C:24]([C:25]#[N:26])=[CH:23][N:22]=[C:21]2[CH:27]=[C:28]([C:30]3[CH:35]=[CH:34][C:33]([CH:36]=O)=[CH:32][CH:31]=3)[S:29][C:20]=12.C(O[BH-](OC(=O)C)OC(=O)C)(=O)C.[Na+], predict the reaction product. The product is: [Cl:8][C:9]1[CH:14]=[C:13]([Cl:15])[C:12]([O:16][CH3:17])=[CH:11][C:10]=1[NH:18][C:19]1[C:24]([C:25]#[N:26])=[CH:23][N:22]=[C:21]2[CH:27]=[C:28]([C:30]3[CH:35]=[CH:34][C:33]([CH2:36][N:5]4[CH2:6][CH2:7][CH:2]([OH:1])[CH2:3][CH2:4]4)=[CH:32][CH:31]=3)[S:29][C:20]=12. (5) Given the reactants C([O:3][C:4](=[O:35])[C:5]([CH3:34])([O:7][C:8]1[CH:13]=[CH:12][C:11]([O:14][CH2:15][C:16]2[CH:20]=[C:19]([C:21]3[CH:26]=[CH:25][C:24]([O:27][C:28]([F:31])([F:30])[F:29])=[CH:23][CH:22]=3)[N:18]([CH3:32])[N:17]=2)=[CH:10][C:9]=1[CH3:33])[CH3:6])C.[Li+].[OH-], predict the reaction product. The product is: [CH3:34][C:5]([O:7][C:8]1[CH:13]=[CH:12][C:11]([O:14][CH2:15][C:16]2[CH:20]=[C:19]([C:21]3[CH:26]=[CH:25][C:24]([O:27][C:28]([F:30])([F:29])[F:31])=[CH:23][CH:22]=3)[N:18]([CH3:32])[N:17]=2)=[CH:10][C:9]=1[CH3:33])([CH3:6])[C:4]([OH:35])=[O:3]. (6) Given the reactants [Cl:1][C:2]1[CH:11]=[CH:10][C:9]2[C:8](=[O:12])[CH2:7][C:6]([CH3:14])([CH3:13])[CH2:5][C:4]=2[N:3]=1, predict the reaction product. The product is: [ClH:1].[CH2:8]([O:12][C:2]1[CH:11]=[CH:10][C:9]2[C:8](=[O:12])[CH2:7][C:6]([CH3:14])([CH3:13])[CH2:5][C:4]=2[N:3]=1)[CH:9]([CH3:10])[CH3:4].